From a dataset of Full USPTO retrosynthesis dataset with 1.9M reactions from patents (1976-2016). Predict the reactants needed to synthesize the given product. (1) Given the product [NH2:1][C:2]1[N:6]([C@@H:7]2[CH2:12][CH2:11][CH2:10][N:9]([C:61](=[O:62])/[CH:60]=[CH:59]/[C:57]#[N:58])[CH2:8]2)[N:5]=[C:4]([C:13]2[CH:18]=[CH:17][C:16]([O:19][C:20]3[CH:25]=[CH:24][C:23]([F:26])=[CH:22][C:21]=3[F:27])=[CH:15][CH:14]=2)[C:3]=1[C:28]([NH2:30])=[O:29], predict the reactants needed to synthesize it. The reactants are: [NH2:1][C:2]1[N:6]([C@@H:7]2[CH2:12][CH2:11][CH2:10][NH:9][CH2:8]2)[N:5]=[C:4]([C:13]2[CH:18]=[CH:17][C:16]([O:19][C:20]3[CH:25]=[CH:24][C:23]([F:26])=[CH:22][C:21]=3[F:27])=[CH:15][CH:14]=2)[C:3]=1[C:28]([NH2:30])=[O:29].F[P-](F)(F)(F)(F)F.CN([PH+](N(C)C)N(C)C)C.C(N(CC)C(C)C)(C)C.[C:57](/[CH:59]=[CH:60]/[C:61](O)=[O:62])#[N:58]. (2) Given the product [F:14][C:11]([F:12])([F:13])[C:9]1[N:10]=[C:6]([CH2:4][OH:3])[S:7][CH:8]=1, predict the reactants needed to synthesize it. The reactants are: C([O:3][C:4]([C:6]1[S:7][CH:8]=[C:9]([C:11]([F:14])([F:13])[F:12])[N:10]=1)=O)C.CC(C[AlH]CC(C)C)C. (3) Given the product [CH2:38]([O:37][C:28]1[N:27]=[C:26]2[C:31]([N:32]=[C:33]([O:34][CH3:35])[N:25]2[CH2:24][CH2:23][CH2:22][CH2:21][N:14]2[CH2:15][CH2:16][N:11]([CH2:10][C:9]3[CH:17]=[CH:18][CH:19]=[C:7]([CH2:6][C:4]([O:3][CH3:2])=[O:5])[CH:8]=3)[CH2:12][CH2:13]2)=[C:30]([NH2:36])[N:29]=1)[CH2:39][CH2:40][CH3:41], predict the reactants needed to synthesize it. The reactants are: Cl.[CH3:2][O:3][C:4]([CH2:6][C:7]1[CH:8]=[C:9]([CH:17]=[CH:18][CH:19]=1)[CH2:10][N:11]1[CH2:16][CH2:15][NH:14][CH2:13][CH2:12]1)=[O:5].Br[CH2:21][CH2:22][CH2:23][CH2:24][N:25]1[C:33]([O:34][CH3:35])=[N:32][C:31]2[C:26]1=[N:27][C:28]([O:37][CH2:38][CH2:39][CH2:40][CH3:41])=[N:29][C:30]=2[NH2:36]. (4) Given the product [CH3:15][C:2]1[N:21]=[C:17]([CH2:18][CH2:19][CH3:20])[NH:22][C:4](=[O:6])[C:3]=1[C:9]1[CH:10]=[CH:11][CH:12]=[CH:13][CH:14]=1, predict the reactants needed to synthesize it. The reactants are: O=[C:2]([CH3:15])[CH:3]([C:9]1[CH:14]=[CH:13][CH:12]=[CH:11][CH:10]=1)[C:4]([O:6]CC)=O.Cl.[C:17](=[NH:22])([NH2:21])[CH2:18][CH2:19][CH3:20].N12CCCN=C1CCCCC2.C(OCC)(=O)C.